From a dataset of Peptide-MHC class II binding affinity with 134,281 pairs from IEDB. Regression. Given a peptide amino acid sequence and an MHC pseudo amino acid sequence, predict their binding affinity value. This is MHC class II binding data. (1) The peptide sequence is TDATSILGIGTVLDQAETAG. The MHC is DRB1_0405 with pseudo-sequence DRB1_0405. The binding affinity (normalized) is 0.853. (2) The peptide sequence is GELQIVDKIDAAFGI. The MHC is DRB1_1201 with pseudo-sequence DRB1_1201. The binding affinity (normalized) is 0.478. (3) The peptide sequence is GEEYLILSARDVLAV. The MHC is HLA-DQA10501-DQB10301 with pseudo-sequence HLA-DQA10501-DQB10301. The binding affinity (normalized) is 0.561. (4) The peptide sequence is APADDKFTVFEAAFN. The MHC is DRB1_0405 with pseudo-sequence DRB1_0405. The binding affinity (normalized) is 0.613.